From a dataset of Experimentally validated miRNA-target interactions with 360,000+ pairs, plus equal number of negative samples. Binary Classification. Given a miRNA mature sequence and a target amino acid sequence, predict their likelihood of interaction. The miRNA is mmu-miR-3077-3p with sequence CUGACUCCCUGCUUCUCCGCAG. The protein sequence of the target gene is MSSEESYRAILRYLTNEREPYAPGTEGNVKRKIRKAAACYVVRGGTLYYQRRQRHRKTFAELEVVLQPERRRDLIEAAHLGPGGTHHTRHQTWHYLSKTYWWRGILKQVKDYIKQCSKCQEKLDRSRPISDVSEMLEELGLDLESGEESNESEDDLSNFTSSPTTASKPAKKKPVSKHELVFVDTKGVVKRSSPKHCQAVLKQLNEQRLSNQFCDVTLLIEGEEYKAHKSVLSANSEYFRDLFIEKGAVSSHEAVVDLSGFCKASFLPLLEFAYTSVLSFDFCSMADVAILARHLFMSEV.... Result: 0 (no interaction).